Dataset: Reaction yield outcomes from USPTO patents with 853,638 reactions. Task: Predict the reaction yield, written as a fraction of the theoretical maximum amount of product (1.0 means a 100% yield; for example, 0.34 means a 34% yield). (1) The reactants are [Cl:1][C:2]1[CH:19]=[CH:18][C:5]([NH:6][S:7]([C:10]2[CH:15]=[CH:14][C:13]([CH2:16][CH3:17])=[CH:12][CH:11]=2)(=[O:9])=[O:8])=[CH:4][CH:3]=1.[N+:20]([O-])([OH:22])=[O:21].O. The catalyst is C(O)(=O)C. The product is [Cl:1][C:2]1[CH:19]=[CH:18][C:5]([NH:6][S:7]([C:10]2[CH:15]=[CH:14][C:13]([CH2:16][CH3:17])=[CH:12][CH:11]=2)(=[O:9])=[O:8])=[C:4]([N+:20]([O-:22])=[O:21])[CH:3]=1. The yield is 0.990. (2) The reactants are Br[C:2]1[CH:7]=[CH:6][CH:5]=[CH:4][C:3]=1[Br:8].[CH3:9][S:10][C:11]1[CH:16]=[CH:15][C:14](B(O)O)=[CH:13][CH:12]=1. No catalyst specified. The product is [Br:8][C:3]1[CH:4]=[CH:5][CH:6]=[CH:7][C:2]=1[C:14]1[CH:15]=[CH:16][C:11]([S:10][CH3:9])=[CH:12][CH:13]=1. The yield is 0.890.